This data is from Experimentally validated miRNA-target interactions with 360,000+ pairs, plus equal number of negative samples. The task is: Binary Classification. Given a miRNA mature sequence and a target amino acid sequence, predict their likelihood of interaction. The miRNA is hsa-miR-4709-3p with sequence UUGAAGAGGAGGUGCUCUGUAGC. The protein sequence of the target gene is MAEGGGPEPGEQERRSSGPRPPSARDLQLALAELYEDEVKCKSSKSNRPKATVFKSPRTPPQRFYSSEHEYSGLNIVRPSTGKIVNELFKEAREHGAVPLNEATRASGDDKSKSFTGGGYRLGSSFCKRSEYIYGENQLQDVQILLKLWSNGFSLDDGELRPYNEPTNAQFLESVKRGEIPLELQRLVHGGQVNLDMEDHQDQEYIKPRLRFKAFSGEGQKLGSLTPEIVSTPSSPEEEDKSILNAVVLIDDSVPTTKIQIRLADGSRLIQRFNSTHRILDVRNFIVQSRPEFAALDFIL.... Result: 0 (no interaction).